Dataset: Catalyst prediction with 721,799 reactions and 888 catalyst types from USPTO. Task: Predict which catalyst facilitates the given reaction. (1) Reactant: [NH:1]1[CH:5]=[C:4]([B:6]2[O:14][C:11]([CH3:13])([CH3:12])[C:8]([CH3:10])([CH3:9])[O:7]2)[CH:3]=[N:2]1.C(=O)([O-])[O-].[Cs+].[Cs+].CS(O[CH2:26][C:27]([F:30])([F:29])[F:28])(=O)=O. Product: [CH3:12][C:11]1([CH3:13])[C:8]([CH3:9])([CH3:10])[O:7][B:6]([C:4]2[CH:3]=[N:2][N:1]([CH2:26][C:27]([F:30])([F:29])[F:28])[CH:5]=2)[O:14]1. The catalyst class is: 3. (2) Reactant: [NH:1]1[CH:5]=[CH:4][CH:3]=[N:2]1.[H-].[Na+].[CH3:8][N:9]([CH3:14])[S:10](Cl)(=[O:12])=[O:11].C(=O)([O-])O.[Na+]. Product: [CH3:8][N:9]([CH3:14])[S:10]([N:1]1[CH:5]=[CH:4][CH:3]=[N:2]1)(=[O:12])=[O:11]. The catalyst class is: 7. (3) Reactant: [CH:1]([Mg]Br)([CH3:3])[CH3:2].[CH:6]([N:19]1[CH2:22][C:21](=[O:23])[CH2:20]1)([C:13]1[CH:18]=[CH:17][CH:16]=[CH:15][CH:14]=1)[C:7]1[CH:12]=[CH:11][CH:10]=[CH:9][CH:8]=1.C(=O)(O)[O-].[Na+]. Product: [CH:6]([N:19]1[CH2:22][C:21]([CH:1]([CH3:3])[CH3:2])([OH:23])[CH2:20]1)([C:13]1[CH:18]=[CH:17][CH:16]=[CH:15][CH:14]=1)[C:7]1[CH:8]=[CH:9][CH:10]=[CH:11][CH:12]=1. The catalyst class is: 7. (4) Reactant: [C:1]1([CH2:17][OH:18])[C:14]2[C:15]3=[C:16]4[C:11](=[CH:12][CH:13]=2)[CH:10]=[CH:9][CH:8]=[C:7]4[CH:6]=[CH:5][C:4]3=[CH:3][CH:2]=1.[F-].[Cs+].Cl[CH2:22][CH:23]([OH:26])[CH2:24][OH:25]. Product: [C:1]1([CH2:17][O:18][CH2:22][CH:23]([OH:26])[CH2:24][OH:25])[C:14]2[C:15]3=[C:16]4[C:11](=[CH:12][CH:13]=2)[CH:10]=[CH:9][CH:8]=[C:7]4[CH:6]=[CH:5][C:4]3=[CH:3][CH:2]=1. The catalyst class is: 11. (5) Reactant: Br[C:2]1[N:7]=[C:6]([NH:8][C:9]([C:11]2([C:14]3[CH:22]=[CH:21][C:17]4[O:18][CH2:19][O:20][C:16]=4[CH:15]=3)[CH2:13][CH2:12]2)=[O:10])[CH:5]=[CH:4][CH:3]=1.[CH3:23][N:24]([CH3:34])[C:25]1[CH:30]=[CH:29][C:28](B(O)O)=[CH:27][CH:26]=1.C(=O)([O-])[O-].[K+].[K+]. Product: [CH3:23][N:24]([CH3:34])[C:25]1[CH:30]=[CH:29][C:28]([C:2]2[N:7]=[C:6]([NH:8][C:9]([C:11]3([C:14]4[CH:22]=[CH:21][C:17]5[O:18][CH2:19][O:20][C:16]=5[CH:15]=4)[CH2:13][CH2:12]3)=[O:10])[CH:5]=[CH:4][CH:3]=2)=[CH:27][CH:26]=1. The catalyst class is: 423. (6) Reactant: [Br:1][C:2]1[CH:3]=[CH:4][C:5]([C:8]#[N:9])=[N:6][CH:7]=1.N[NH:11][C:12]([NH2:14])=[S:13]. Product: [Br:1][C:2]1[CH:3]=[CH:4][C:5]([C:8]2[S:13][C:12]([NH2:14])=[N:11][N:9]=2)=[N:6][CH:7]=1. The catalyst class is: 55.